Dataset: Full USPTO retrosynthesis dataset with 1.9M reactions from patents (1976-2016). Task: Predict the reactants needed to synthesize the given product. (1) Given the product [CH:25]1([C:30]2[CH:37]=[CH:36][C:33]([CH2:34][NH:48][CH2:47][CH2:46][C:41]3[CH:42]=[CH:43][C:44]([Cl:45])=[C:39]([Cl:38])[CH:40]=3)=[CH:32][CH:31]=2)[CH2:29][CH2:28][CH2:27][CH2:26]1, predict the reactants needed to synthesize it. The reactants are: C1(C2C=CC(CNCCC3C=CC(F)=C(C(F)(F)F)C=3)=CC=2)CC1.[CH:25]1([C:30]2[CH:37]=[CH:36][C:33]([CH:34]=O)=[CH:32][CH:31]=2)[CH2:29][CH2:28][CH2:27][CH2:26]1.[Cl:38][C:39]1[CH:40]=[C:41]([CH2:46][CH2:47][NH2:48])[CH:42]=[CH:43][C:44]=1[Cl:45].[BH4-].[Na+]. (2) Given the product [CH:3]1([CH:9]2[C:18]3[C:13](=[CH:14][C:15]([O:19][CH3:20])=[CH:16][CH:17]=3)[CH2:12][CH2:11][NH:10]2)[CH2:4][CH2:5][CH2:6][CH2:7][CH2:8]1, predict the reactants needed to synthesize it. The reactants are: [BH4-].[Na+].[CH:3]1([C:9]2[C:18]3[C:13](=[CH:14][C:15]([O:19][CH3:20])=[CH:16][CH:17]=3)[CH2:12][CH2:11][N:10]=2)[CH2:8][CH2:7][CH2:6][CH2:5][CH2:4]1.